Dataset: Reaction yield outcomes from USPTO patents with 853,638 reactions. Task: Predict the reaction yield, written as a fraction of the theoretical maximum amount of product (1.0 means a 100% yield; for example, 0.34 means a 34% yield). (1) The reactants are Cl.[C:2]1([C:8]2([NH2:11])[CH2:10][CH2:9]2)[CH:7]=[CH:6][CH:5]=[CH:4][CH:3]=1.CN(C(ON1N=NC2C=CC=NC1=2)=[N+](C)C)C.F[P-](F)(F)(F)(F)F.CCN(C(C)C)C(C)C.[F:45][C:46]1[CH:51]=[CH:50][C:49]([C:52]2[O:53][C:54]3[CH:64]=[C:63]([N:65]([CH2:70][CH2:71][OH:72])[S:66]([CH3:69])(=[O:68])=[O:67])[C:62]([C:73]4[CH:74]=[C:75]([CH:79]=[CH:80][CH:81]=4)[C:76](O)=[O:77])=[CH:61][C:55]=3[C:56]=2[C:57](=[O:60])[NH:58][CH3:59])=[CH:48][CH:47]=1. The catalyst is CN(C=O)C.CCOC(C)=O. The product is [F:45][C:46]1[CH:51]=[CH:50][C:49]([C:52]2[O:53][C:54]3[CH:64]=[C:63]([N:65]([CH2:70][CH2:71][OH:72])[S:66]([CH3:69])(=[O:68])=[O:67])[C:62]([C:73]4[CH:81]=[CH:80][CH:79]=[C:75]([C:76](=[O:77])[NH:11][C:8]5([C:2]6[CH:7]=[CH:6][CH:5]=[CH:4][CH:3]=6)[CH2:10][CH2:9]5)[CH:74]=4)=[CH:61][C:55]=3[C:56]=2[C:57]([NH:58][CH3:59])=[O:60])=[CH:48][CH:47]=1. The yield is 0.440. (2) The reactants are C(OC(=O)[NH:7][CH:8]1[CH2:13][CH2:12][N:11]([C:14]([C:16]2[C:24]3[C:19](=[CH:20][C:21]([Cl:25])=[CH:22][CH:23]=3)[NH:18][CH:17]=2)=[O:15])[CH2:10][CH2:9]1)(C)(C)C.C(O)(C(F)(F)F)=O.C([O-])(O)=O.[Na+]. The catalyst is C(Cl)Cl. The product is [NH2:7][CH:8]1[CH2:13][CH2:12][N:11]([C:14]([C:16]2[C:24]3[C:19](=[CH:20][C:21]([Cl:25])=[CH:22][CH:23]=3)[NH:18][CH:17]=2)=[O:15])[CH2:10][CH2:9]1. The yield is 0.680. (3) The reactants are [NH2:1][C:2]1[CH:7]=[C:6]([Br:8])[CH:5]=[CH:4][C:3]=1[OH:9].C([O-])(O)=O.[Na+].Cl[CH2:16][C:17](Cl)=[O:18]. The catalyst is O.COCCOC. The product is [Br:8][C:6]1[CH:5]=[CH:4][C:3]2[O:9][CH2:16][C:17](=[O:18])[NH:1][C:2]=2[CH:7]=1. The yield is 0.970. (4) The reactants are N1C=CC=NC=1.CS([C:11]1[N:12]=[C:13]([N:26]2[CH2:31][CH2:30][CH:29]([CH2:32][O:33][CH2:34][CH2:35][N:36]3[CH2:40][CH2:39][CH2:38][CH2:37]3)[CH2:28][CH2:27]2)[C:14]2[C:19]([C:20]3[CH:25]=[CH:24][CH:23]=[CH:22][CH:21]=3)=[CH:18][O:17][C:15]=2[N:16]=1)(=O)=O.[BH4-].[Na+]. The catalyst is C(O)C. The product is [C:20]1([C:19]2[C:14]3[C:13]([N:26]4[CH2:31][CH2:30][CH:29]([CH2:32][O:33][CH2:34][CH2:35][N:36]5[CH2:37][CH2:38][CH2:39][CH2:40]5)[CH2:28][CH2:27]4)=[N:12][CH:11]=[N:16][C:15]=3[O:17][CH:18]=2)[CH:21]=[CH:22][CH:23]=[CH:24][CH:25]=1. The yield is 0.840. (5) The reactants are [CH2:1]([N:4]1[C:12]2[C:11](=O)[NH:10][C:9]([NH2:14])=[N:8][C:7]=2[N:6]([C@@H:15]2[O:27][C@H:26]([CH2:28][O:29][C:30](=[O:32])[CH3:31])[C@@H:21]([O:22][C:23](=[O:25])[CH3:24])[C@H:16]2[O:17][C:18](=[O:20])[CH3:19])[C:5]1=[O:33])[CH:2]=[CH2:3].P(Cl)(Cl)([Cl:36])=O. No catalyst specified. The product is [CH2:1]([N:4]1[C:12]2[C:7](=[N:8][C:9]([NH2:14])=[N:10][C:11]=2[Cl:36])[N:6]([C@@H:15]2[O:27][C@H:26]([CH2:28][O:29][C:30](=[O:32])[CH3:31])[C@@H:21]([O:22][C:23](=[O:25])[CH3:24])[C@H:16]2[O:17][C:18](=[O:20])[CH3:19])[C:5]1=[O:33])[CH:2]=[CH2:3]. The yield is 0.410.